From a dataset of Reaction yield outcomes from USPTO patents with 853,638 reactions. Predict the reaction yield, written as a fraction of the theoretical maximum amount of product (1.0 means a 100% yield; for example, 0.34 means a 34% yield). (1) The reactants are C(N(CC)CC)C.[CH2:8]([N:10]=[C:11]=[O:12])[CH3:9].[F:13][C:14]1[CH:19]=[CH:18][C:17]([O:20][C:21]2[CH:25]=[C:24]([CH3:26])[NH:23][N:22]=2)=[C:16]([N+:27]([O-:29])=[O:28])[CH:15]=1.Cl. The catalyst is C(OCC)(=O)C. The product is [CH2:8]([NH:10][C:11]([N:23]1[C:24]([CH3:26])=[CH:25][C:21]([O:20][C:17]2[CH:18]=[CH:19][C:14]([F:13])=[CH:15][C:16]=2[N+:27]([O-:29])=[O:28])=[N:22]1)=[O:12])[CH3:9]. The yield is 0.797. (2) The reactants are [Cl:1][C:2]1[N:7]=[CH:6][C:5]([CH2:8][N:9]([CH2:16][CH:17]([F:19])[F:18])[C:10]2[CH2:14][O:13][C:12](=[O:15])[CH:11]=2)=[CH:4][CH:3]=1.C(N(CC)CC)C.[Br:27]N1C(=O)CCC1=O. The catalyst is C(#N)C. The product is [Br:27][C:11]1[C:12](=[O:15])[O:13][CH2:14][C:10]=1[N:9]([CH2:8][C:5]1[CH:6]=[N:7][C:2]([Cl:1])=[CH:3][CH:4]=1)[CH2:16][CH:17]([F:19])[F:18]. The yield is 0.630.